Dataset: Forward reaction prediction with 1.9M reactions from USPTO patents (1976-2016). Task: Predict the product of the given reaction. (1) Given the reactants C(N(C(C)C)CC)(C)C.[C:10]([C:12]1[CH:13]=[C:14]2[C:19](=[CH:20][C:21]=1[O:22][CH3:23])[N:18]=[CH:17][CH:16]=[C:15]2[O:24][C:25]1[CH:26]=[N:27][N:28]([CH2:30][C:31]([OH:33])=O)[CH:29]=1)#[N:11].[F:34][C:35]1[CH:36]=[C:37]([CH:39]=[CH:40][CH:41]=1)[NH2:38].CN(C=O)C, predict the reaction product. The product is: [F:34][C:35]1[CH:36]=[C:37]([NH:38][C:31](=[O:33])[CH2:30][N:28]2[CH:29]=[C:25]([O:24][C:15]3[C:14]4[C:19](=[CH:20][C:21]([O:22][CH3:23])=[C:12]([C:10]#[N:11])[CH:13]=4)[N:18]=[CH:17][CH:16]=3)[CH:26]=[N:27]2)[CH:39]=[CH:40][CH:41]=1. (2) Given the reactants [CH3:1][C:2]([Si:5](Cl)([CH3:7])[CH3:6])([CH3:4])[CH3:3].[C@@H:9]1([N:17]2[C:26]3[N:25]=[CH:24][N:23]=[C:21]([OH:22])[C:20]=3[N:19]=[CH:18]2)[O:16][C@H:13]([CH2:14][OH:15])[C@@H:11]([OH:12])[CH2:10]1, predict the reaction product. The product is: [Si:5]([C@@:11]1([OH:12])[C@@H:13]([CH2:14][O:15][Si:5]([C:2]([CH3:4])([CH3:3])[CH3:1])([CH3:7])[CH3:6])[O:16][C@@H:9]([N:17]2[C:26]3[N:25]=[CH:24][N:23]=[C:21]([OH:22])[C:20]=3[N:19]=[CH:18]2)[CH2:10]1)([C:2]([CH3:4])([CH3:3])[CH3:1])([CH3:7])[CH3:6]. (3) Given the reactants [NH2:1][CH:2]1[CH2:7][CH2:6][NH:5][CH2:4][CH2:3]1.C(=O)([O-])[O-].[K+].[K+], predict the reaction product. The product is: [N:1]1[CH:2]=[CH:7][CH:6]=[N:5][CH:4]=1.[NH:5]1[CH2:6][CH2:7][CH2:2][CH2:3][CH2:4]1. (4) Given the reactants [F:1][C:2]1[CH:3]=C[CH:5]=[C:6]2NC(=O)OC(=O)[C:7]=12.[C:14]1([NH2:21])[CH:19]=[CH:18][CH:17]=[CH:16][C:15]=1[NH2:20].[C:22]([OH:25])(=O)[CH3:23], predict the reaction product. The product is: [F:1][C:2]1[CH:7]=[CH:6][C:5]2[NH:20][C:15]3[CH:16]=[CH:17][CH:18]=[CH:19][C:14]=3[NH:21][C:22](=[O:25])[C:23]=2[CH:3]=1. (5) Given the reactants [NH:1]1[CH:5]=[CH:4][CH:3]=[N:2]1.[H-].[Na+].[F:8][CH:9]([F:17])/[CH:10]=[CH:11]/[C:12]([O:14]CC)=[O:13], predict the reaction product. The product is: [F:8][CH:9]([F:17])[CH:10]([N:1]1[CH:5]=[CH:4][CH:3]=[N:2]1)[CH2:11][C:12]([OH:14])=[O:13]. (6) Given the reactants Cl[C:2]1[CH:7]=[C:6]([CH2:8][S:9][CH3:10])[CH:5]=[C:4]([C:11]([F:14])([F:13])[F:12])[N:3]=1.[F:15][C:16]1[C:17]([C:23]2[C:31]3[O:30][CH:29]=[CH:28][C:27]=3[C:26]([F:32])=[CH:25][CH:24]=2)=[CH:18][C:19]([NH2:22])=[N:20][CH:21]=1.C1(P(C2CCCCC2)C2C=CC=CC=2C2C(C(C)C)=CC(C(C)C)=CC=2C(C)C)CCCCC1.P([O-])([O-])([O-])=O.[K+].[K+].[K+], predict the reaction product. The product is: [F:15][C:16]1[C:17]([C:23]2[C:31]3[O:30][CH:29]=[CH:28][C:27]=3[C:26]([F:32])=[CH:25][CH:24]=2)=[CH:18][C:19]([NH:22][C:2]2[CH:7]=[C:6]([CH2:8][S:9][CH3:10])[CH:5]=[C:4]([C:11]([F:14])([F:13])[F:12])[N:3]=2)=[N:20][CH:21]=1.